Dataset: Experimentally validated miRNA-target interactions with 360,000+ pairs, plus equal number of negative samples. Task: Binary Classification. Given a miRNA mature sequence and a target amino acid sequence, predict their likelihood of interaction. (1) The miRNA is hsa-miR-6746-3p with sequence CAGCCGCCGCCUGUCUCCACAG. Result: 0 (no interaction). The protein sequence of the target gene is MRGFNLLLFWGCCVMHSWEGHIRPTRKPNTKGNNCRDSTLCPAYATCTNTVDSYYCACKQGFLSSNGQNHFKDPGVRCKDIDECSQSPQPCGPNSSCKNLSGRYKCSCLDGFSSPTGNDWVPGKPGNFSCTDINECLTSSVCPEHSDCVNSMGSYSCSCQVGFISRNSTCEDVDECADPRACPEHATCNNTVGNYSCFCNPGFESSSGHLSFQGLKASCEDIDECTEMCPINSTCTNTPGSYFCTCHPGFAPSNGQLNFTDQGVECRDIDECRQDPSTCGPNSICTNALGSYSCGCIAGF.... (2) The miRNA is hsa-miR-4266 with sequence CUAGGAGGCCUUGGCC. Result: 0 (no interaction). The protein sequence of the target gene is MIQKLGAKGIKSDERNQREWDDGSEHDDVTKIYVRGGREGIRSIYFNYVKNGKPKDGSIHGYFDSGFTQTFEINHLRGEYLESVDAYYDKKSYGMQAIQFKTNFRTSELMGYSYECTMFTLAVQGKKIIGFHGSNYVHILSLGAYFISIAPTRLEVKGSKGSKKWDDGFDHENVSKIEVLGGFEGILYIKVDYIKNGKLETGLVHGHSGGDGFLQKMEINQSKNEYLVYVEGYYDDASETIQGLHFQTNLNNPVMMGYKKGRKFLLASNGNKIIGFHGYADKSLNSLGAYFSTTTPNKLE.... (3) The miRNA is hsa-miR-363-3p with sequence AAUUGCACGGUAUCCAUCUGUA. The protein sequence of the target gene is MRLARLLRGGTSVRPLCAVPCASRSLASASASGSGPASELGVPGQVDFYARFSPSPLSMKQFLDFGSVNACEKTSFMFLRQELPVRLANIMKEISLLPDNLLRTPSVQLVQSWYIQSLQELLDFKDKSAEDAKTIYEFTDTVIRIRNRHNDVIPTMAQGVTEYKESFGVDPVTSQNVQYFLDRFYMSRISIRMLLNQHSLLFGGKGSPSHRKHIGSINPNCDVVEVIKDGYENARRLCDLYYVNSPELELEELNAKSPGQTIQVVYVPSHLYHMVFELFKNAMRATMEHHADKGVYPPIQ.... Result: 0 (no interaction). (4) The protein sequence of the target gene is MVFYFTSSSVNSSTYTIYMGKDKYENEDLIKYGWPEDIWFHVDKLSSAHVYLRLQKGEKIEDIPKEVLMDCAHLVKANSIQGCKMNNVNVVYTPWSNLKKTADMDVGQIGFHRQKDVKIVTVEKKVNEILNRLEKTKLEKFPDLAAEKEGRDREERNEKKAQIQEMKRKEKEEMKKKREMDELRSYSSLMKVENMSSNQDGNDSDEFM. Result: 0 (no interaction). The miRNA is mmu-miR-466p-3p with sequence AUACAUACACGCACACAUAAGA. (5) The miRNA is hsa-miR-548an with sequence AAAAGGCAUUGUGGUUUUUG. The protein sequence of the target gene is MVAPGSVTSRLGSVFPFLLVLVDLQYEGAECGVNADVEKHLELGKKLLAAGQLADALSQFHAAVDGDPDNYIAYYRRATVFLAMGKSKAALPDLTKVIQLKMDFTAARLQRGHLLLKQGKLDEAEDDFKKVLKSNPSENEEKEAQSQLIKSDEMQRLRSQALNAFGSGDYTAAIAFLDKILEVCVWDAELRELRAECFIKEGEPRKAISDLKAASKLKNDNTEAFYKISTLYYQLGDHELSLSEVRECLKLDQDHKRCFAHYKQVKKLNKLIESAEELIRDGRYTDATSKYESVMKTEPS.... Result: 0 (no interaction).